This data is from Reaction yield outcomes from USPTO patents with 853,638 reactions. The task is: Predict the reaction yield, written as a fraction of the theoretical maximum amount of product (1.0 means a 100% yield; for example, 0.34 means a 34% yield). (1) The reactants are Cl[C:2]1[N:7]=[CH:6][N:5]=[C:4]([NH:8][C@H:9]2[CH2:13][C@H:12]([OH:14])[C@@H:11]([CH2:15][OH:16])[CH2:10]2)[CH:3]=1.[NH2:17][C@@H:18]1[C:26]2[C:21](=[CH:22][CH:23]=[CH:24][CH:25]=2)[CH2:20][CH2:19]1. The catalyst is C(O)CCC. The product is [C@@H:18]1([NH:17][C:2]2[N:7]=[CH:6][N:5]=[C:4]([NH:8][C@H:9]3[CH2:13][C@H:12]([OH:14])[C@@H:11]([CH2:15][OH:16])[CH2:10]3)[CH:3]=2)[C:26]2[C:21](=[CH:22][CH:23]=[CH:24][CH:25]=2)[CH2:20][CH2:19]1. The yield is 0.730. (2) The reactants are [C:1]([O:5][C:6](=[O:36])[N:7]([C:15]1[C:16]([CH3:35])([CH3:34])[S:17](=[O:33])(=[O:32])[CH2:18][C@:19]([C:22]2[CH:27]=[C:26]([N+:28]([O-:30])=[O:29])[CH:25]=[CH:24][C:23]=2F)([CH3:21])[N:20]=1)[C:8]([O:10][C:11]([CH3:14])([CH3:13])[CH3:12])=[O:9])([CH3:4])([CH3:3])[CH3:2].CN(C=[O:41])C.C(=O)([O-])[O-].[Cs+].[Cs+].CS(CCO)(=O)=O. The catalyst is CCOC(C)=O.[Cl-].[NH4+]. The product is [C:1]([O:5][C:6](=[O:36])[N:7]([C:15]1[C:16]([CH3:35])([CH3:34])[S:17](=[O:33])(=[O:32])[CH2:18][C@:19]([C:22]2[CH:27]=[C:26]([N+:28]([O-:30])=[O:29])[CH:25]=[CH:24][C:23]=2[OH:41])([CH3:21])[N:20]=1)[C:8]([O:10][C:11]([CH3:14])([CH3:13])[CH3:12])=[O:9])([CH3:4])([CH3:3])[CH3:2]. The yield is 0.940. (3) The reactants are [NH:1]([C:3]1[CH:4]=[N:5][CH:6]=[CH:7][CH:8]=1)[NH2:2].[CH3:9][C:10]([CH3:17])([CH3:16])[C:11](=O)[CH2:12][C:13]#[N:14]. No catalyst specified. The product is [C:10]([C:11]1[CH:12]=[C:13]([NH2:14])[N:1]([C:3]2[CH:4]=[N:5][CH:6]=[CH:7][CH:8]=2)[N:2]=1)([CH3:17])([CH3:16])[CH3:9]. The yield is 0.770. (4) The reactants are [CH3:1][N:2]1[C:6]([NH:7][C:8]([O:10][C@@H:11]([C:13]2[CH:18]=[CH:17][CH:16]=[CH:15][CH:14]=2)[CH3:12])=[O:9])=[C:5]([C:19]2[CH:24]=[CH:23][C:22]([C:25]3[CH:30]=[CH:29][C:28]([CH2:31][C:32]([O:34]CC)=[O:33])=[CH:27][CH:26]=3)=[CH:21][CH:20]=2)[CH:4]=[N:3]1.[OH-].[Li+].CO. The catalyst is C1COCC1. The product is [CH3:1][N:2]1[C:6]([NH:7][C:8]([O:10][C@@H:11]([C:13]2[CH:14]=[CH:15][CH:16]=[CH:17][CH:18]=2)[CH3:12])=[O:9])=[C:5]([C:19]2[CH:24]=[CH:23][C:22]([C:25]3[CH:26]=[CH:27][C:28]([CH2:31][C:32]([OH:34])=[O:33])=[CH:29][CH:30]=3)=[CH:21][CH:20]=2)[CH:4]=[N:3]1. The yield is 0.408. (5) The catalyst is CN(C=O)C. The yield is 0.630. The product is [CH2:1]([C:5]1[C:9]([CH2:10][O:11][C:12]2[CH:20]=[CH:19][C:15]([C:16]([NH:27][CH:23]3[CH2:26][CH2:25][CH2:24]3)=[O:18])=[CH:14][N:13]=2)=[C:8]([CH2:21][OH:22])[O:7][N:6]=1)[CH2:2][CH2:3][CH3:4]. The reactants are [CH2:1]([C:5]1[C:9]([CH2:10][O:11][C:12]2[CH:20]=[CH:19][C:15]([C:16]([OH:18])=O)=[CH:14][N:13]=2)=[C:8]([CH2:21][OH:22])[O:7][N:6]=1)[CH2:2][CH2:3][CH3:4].[CH:23]1([NH2:27])[CH2:26][CH2:25][CH2:24]1.F[B-](F)(F)F.N1(OC(N(C)C)=[N+](C)C)C2C=CC=CC=2N=N1.C(N(C(C)C)C(C)C)C.